This data is from Reaction yield outcomes from USPTO patents with 853,638 reactions. The task is: Predict the reaction yield, written as a fraction of the theoretical maximum amount of product (1.0 means a 100% yield; for example, 0.34 means a 34% yield). (1) The reactants are [NH2:1][C:2]1[N:10]=[CH:9][N:8]=[C:7]2[C:3]=1[N:4]=[CH:5][N:6]2[C@H:11]1[C@@H:15]2[O:16]C(C)(C)[O:18][C@@H:14]2[C@@H:13]([CH2:21][N:22]([CH3:41])[CH:23]2[CH2:26][CH:25]([NH:27][C:28]([NH:30][C:31]3[CH:36]=[CH:35][C:34]([C:37]([CH3:40])([CH3:39])[CH3:38])=[CH:33][CH:32]=3)=[O:29])[CH2:24]2)[O:12]1. The catalyst is C(O)(C(F)(F)F)=O.O. The product is [NH2:1][C:2]1[N:10]=[CH:9][N:8]=[C:7]2[C:3]=1[N:4]=[CH:5][N:6]2[C@@H:11]1[O:12][C@H:13]([CH2:21][N:22]([CH3:41])[CH:23]2[CH2:26][CH:25]([NH:27][C:28]([NH:30][C:31]3[CH:36]=[CH:35][C:34]([C:37]([CH3:38])([CH3:39])[CH3:40])=[CH:33][CH:32]=3)=[O:29])[CH2:24]2)[C@@H:14]([OH:18])[C@H:15]1[OH:16]. The yield is 0.650. (2) The reactants are [N+:1]([C:4]1[CH:12]=[C:7]2[CH2:8][NH:9][CH2:10][CH2:11][N:6]2[N:5]=1)([O-:3])=[O:2].[CH3:13][C:14]([O:17][C:18](O[C:18]([O:17][C:14]([CH3:16])([CH3:15])[CH3:13])=[O:19])=[O:19])([CH3:16])[CH3:15]. The catalyst is C1COCC1.CN(C1C=CN=CC=1)C. The product is [N+:1]([C:4]1[CH:12]=[C:7]2[CH2:8][N:9]([C:18]([O:17][C:14]([CH3:16])([CH3:15])[CH3:13])=[O:19])[CH2:10][CH2:11][N:6]2[N:5]=1)([O-:3])=[O:2]. The yield is 0.800. (3) The reactants are [C:1]1([C:7]2[CH:12]=[CH:11][CH:10]=[CH:9][C:8]=2[CH2:13][OH:14])[CH:6]=[CH:5][CH:4]=[CH:3][CH:2]=1.Cl[C:16]1[N:17]=[C:18]([OH:26])[C:19]2[CH:25]=[CH:24][N:23]=[CH:22][C:20]=2[N:21]=1. No catalyst specified. The product is [C:1]1([C:7]2[CH:12]=[CH:11][CH:10]=[CH:9][C:8]=2[CH2:13][O:14][C:16]2[N:17]=[C:18]([OH:26])[C:19]3[CH:25]=[CH:24][N:23]=[CH:22][C:20]=3[N:21]=2)[CH:2]=[CH:3][CH:4]=[CH:5][CH:6]=1. The yield is 0.370. (4) The reactants are [CH3:1][O:2][C:3]1[CH:4]=[C:5]2[C:10](=[CH:11][C:12]=1[O:13][CH3:14])[N:9]=[CH:8][CH:7]=[C:6]2[O:15][C:16]1[CH:22]=[CH:21][C:19]([NH2:20])=[CH:18][CH:17]=1.Cl[C:24](Cl)([O:26][C:27](=[O:33])OC(Cl)(Cl)Cl)Cl.[C:35]1(C)[C:40](O)=[CH:39][CH:38]=[CH:37][CH:36]=1.C(=O)(O)[O-].[Na+]. The catalyst is C(Cl)Cl.C(N(CC)CC)C.C1(C)C=CC=CC=1. The product is [CH3:1][O:2][C:3]1[CH:4]=[C:5]2[C:10](=[CH:11][C:12]=1[O:13][CH3:14])[N:9]=[CH:8][CH:7]=[C:6]2[O:15][C:16]1[CH:22]=[CH:21][C:19]([NH:20][C:27](=[O:33])[O:26][C:24]2[CH:39]=[CH:40][CH:35]=[CH:36][C:37]=2[CH3:38])=[CH:18][CH:17]=1. The yield is 0.800. (5) The reactants are [F:1][C:2]1[CH:11]=[C:10]([F:12])[CH:9]=[C:8]2[C:3]=1[CH:4]([O:13][C:14]1[C:22]3[N:21]=[C:20]([CH3:23])[NH:19][C:18]=3[CH:17]=[C:16]([C:24]([OH:26])=O)[CH:15]=1)[CH2:5][CH2:6][O:7]2.[CH3:27][N:28]([CH3:33])[CH2:29][CH2:30][NH:31][CH3:32]. No catalyst specified. The product is [F:1][C:2]1[CH:11]=[C:10]([F:12])[CH:9]=[C:8]2[C:3]=1[CH:4]([O:13][C:14]1[C:22]3[N:21]=[C:20]([CH3:23])[NH:19][C:18]=3[CH:17]=[C:16]([C:24]([N:31]([CH2:30][CH2:29][N:28]([CH3:33])[CH3:27])[CH3:32])=[O:26])[CH:15]=1)[CH2:5][CH2:6][O:7]2. The yield is 0.130. (6) The reactants are Cl.Cl.[N:3]1[CH:8]=[CH:7][CH:6]=[CH:5][C:4]=1[CH2:9][NH:10][CH2:11][C:12]([O:14][CH3:15])=[O:13].[Br:16][C:17]1[CH:22]=[C:21]([CH3:23])[C:20]([CH2:24][C:25](O)=[O:26])=[C:19]([CH3:28])[CH:18]=1.C(N(CC)CC)C. The catalyst is CN(C)C1C=CN=CC=1.CN(C)C=O. The product is [Br:16][C:17]1[CH:18]=[C:19]([CH3:28])[C:20]([CH2:24][C:25]([N:10]([CH2:9][C:4]2[CH:5]=[CH:6][CH:7]=[CH:8][N:3]=2)[CH2:11][C:12]([O:14][CH3:15])=[O:13])=[O:26])=[C:21]([CH3:23])[CH:22]=1. The yield is 0.820. (7) The reactants are [CH3:1][C:2]([CH3:35])([CH3:34])[C:3](=[O:33])[CH2:4][CH2:5][C:6]1[CH:11]=[CH:10][C:9]([C:12](C2C=CC(OS(C(F)(F)F)(=O)=O)=C(C)C=2)([CH2:15][CH3:16])[CH2:13][CH3:14])=[CH:8][C:7]=1[CH3:32].C([Sn]([CH2:48][CH2:49][CH2:50][CH3:51])([CH2:48][CH2:49][CH2:50][CH3:51])[CH2:48][CH2:49][CH2:50][CH3:51])C=C.[CH:52]1[CH:57]=[CH:56][C:55](P([C:52]2[CH:57]=[CH:56][CH:55]=[CH:54][CH:53]=2)[C:52]2[CH:57]=[CH:56][CH:55]=[CH:54][CH:53]=2)=[CH:54][CH:53]=1.[Li+].[Cl-]. The catalyst is CN(C=O)C.Cl[Pd](Cl)([P](C1C=CC=CC=1)(C1C=CC=CC=1)C1C=CC=CC=1)[P](C1C=CC=CC=1)(C1C=CC=CC=1)C1C=CC=CC=1. The product is [CH2:54]([C:53]1[CH:52]=[CH:57][C:48]([C:12]([C:9]2[CH:10]=[CH:11][C:6]([CH2:5][CH2:4][C:3](=[O:33])[C:2]([CH3:35])([CH3:34])[CH3:1])=[C:7]([CH3:32])[CH:8]=2)([CH2:15][CH3:16])[CH2:13][CH3:14])=[CH:49][C:50]=1[CH3:51])[CH:55]=[CH2:56]. The yield is 0.840. (8) The reactants are Cl.[NH2:2][C:3]1[CH:4]=[C:5]([CH:23]=[CH:24][CH:25]=1)[CH2:6][NH:7][C:8]1[C:17]2[C:12](=[C:13]([C:20]([NH2:22])=[O:21])[CH:14]=[C:15]([CH2:18][OH:19])[CH:16]=2)[N:11]=[CH:10][N:9]=1.C(N(C(C)C)C(C)C)C.[CH3:35][O:36][C:37]1[CH:45]=[CH:44][C:40]([C:41](Cl)=[O:42])=[CH:39][CH:38]=1. The catalyst is C(Cl)Cl. The product is [OH:19][CH2:18][C:15]1[CH:16]=[C:17]2[C:12](=[C:13]([C:20]([NH2:22])=[O:21])[CH:14]=1)[N:11]=[CH:10][N:9]=[C:8]2[NH:7][CH2:6][C:5]1[CH:23]=[CH:24][CH:25]=[C:3]([NH:2][C:41](=[O:42])[C:40]2[CH:44]=[CH:45][C:37]([O:36][CH3:35])=[CH:38][CH:39]=2)[CH:4]=1. The yield is 0.710. (9) The product is [C:18]1([N:24]([C:26]2[CH:31]=[CH:30][CH:29]=[CH:28][CH:27]=2)[NH:25][C:15]([C:11]2[C:12]([CH3:14])=[N:13][C:8]([C:4]3[CH:5]=[CH:6][CH:7]=[C:2]([F:1])[CH:3]=3)=[N:9][CH:10]=2)=[O:17])[CH:19]=[CH:20][CH:21]=[CH:22][CH:23]=1. The yield is 0.0700. The catalyst is CN(C=O)C.CCOC(C)=O. The reactants are [F:1][C:2]1[CH:3]=[C:4]([C:8]2[N:13]=[C:12]([CH3:14])[C:11]([C:15]([OH:17])=O)=[CH:10][N:9]=2)[CH:5]=[CH:6][CH:7]=1.[C:18]1([N:24]([C:26]2[CH:31]=[CH:30][CH:29]=[CH:28][CH:27]=2)[NH2:25])[CH:23]=[CH:22][CH:21]=[CH:20][CH:19]=1.C[N+]1(C2N=C(OC)N=C(OC)N=2)CCOCC1.[Cl-].